This data is from Forward reaction prediction with 1.9M reactions from USPTO patents (1976-2016). The task is: Predict the product of the given reaction. Given the reactants Br[C:2]1[CH:7]=[CH:6][C:5]([C:8]2[O:12][N:11]=[C:10]([CH3:13])[C:9]=2[CH2:14][C:15](=[O:24])[CH2:16][CH2:17][C:18]2[CH:23]=[CH:22][CH:21]=[CH:20][CH:19]=2)=[CH:4][CH:3]=1.[CH2:25]([O:27][C:28]([C:30]1([C:33]2[CH:38]=[CH:37][C:36](B3OC(C)(C)C(C)(C)O3)=[CH:35][CH:34]=2)[CH2:32][CH2:31]1)=[O:29])[CH3:26], predict the reaction product. The product is: [CH2:25]([O:27][C:28]([C:30]1([C:33]2[CH:38]=[CH:37][C:36]([C:2]3[CH:7]=[CH:6][C:5]([C:8]4[O:12][N:11]=[C:10]([CH3:13])[C:9]=4[CH2:14][C:15](=[O:24])[CH2:16][CH2:17][C:18]4[CH:23]=[CH:22][CH:21]=[CH:20][CH:19]=4)=[CH:4][CH:3]=3)=[CH:35][CH:34]=2)[CH2:31][CH2:32]1)=[O:29])[CH3:26].